Task: Predict the reactants needed to synthesize the given product.. Dataset: Full USPTO retrosynthesis dataset with 1.9M reactions from patents (1976-2016) Given the product [Br:1][C:2]1[CH2:14][C:13]([C:11]2[CH:10]=[C:9]([Cl:19])[CH:8]=[C:7]([Cl:6])[CH:12]=2)([C:15]([F:16])([F:18])[F:17])[O:4][N:3]=1, predict the reactants needed to synthesize it. The reactants are: [Br:1][C:2](Br)=[N:3][OH:4].[Cl:6][C:7]1[CH:12]=[C:11]([C:13]([C:15]([F:18])([F:17])[F:16])=[CH2:14])[CH:10]=[C:9]([Cl:19])[CH:8]=1.C(=O)(O)[O-].[Na+].O.